Dataset: Forward reaction prediction with 1.9M reactions from USPTO patents (1976-2016). Task: Predict the product of the given reaction. Given the reactants [OH-].[Na+].[Br:3][C:4]1[C:5]([CH3:15])=[N:6][CH:7]=[C:8]([CH:14]=1)[C:9]([O:11]CC)=[O:10], predict the reaction product. The product is: [Br:3][C:4]1[C:5]([CH3:15])=[N:6][CH:7]=[C:8]([CH:14]=1)[C:9]([OH:11])=[O:10].